From a dataset of Full USPTO retrosynthesis dataset with 1.9M reactions from patents (1976-2016). Predict the reactants needed to synthesize the given product. (1) Given the product [CH:26]1[C:24](=[O:25])[N:23]=[C:21]2[N:20]([C@@H:13]3[O:14][C@H:15]([CH2:18][OH:19])[C@@H:16]([OH:17])[C@@H:12]3[O:22]2)[CH:27]=1.[F:11][C@@H:12]1[C@H:16]([OH:17])[C@@H:15]([CH2:18][OH:19])[O:14][C@H:13]1[N:20]1[CH:27]=[CH:26][C:24](=[O:25])[NH:23][C:21]1=[O:22], predict the reactants needed to synthesize it. The reactants are: N1C=CC=CC=1.C(O)(=O)C.[F:11][C@@H:12]1[C@H:16]([OH:17])[C@@H:15]([CH2:18][OH:19])[O:14][C@H:13]1[N:20]1[CH:27]=[CH:26][C:24](=[O:25])[NH:23][C:21]1=[O:22]. (2) Given the product [Br:13][C:10]1[CH:11]=[CH:12][C:7]([C:4]2[S:3][C:2]([N:21]([CH3:19])[CH:22]3[CH2:23][C:24]([CH3:30])([CH3:31])[NH:25][C:26]([CH3:29])([CH3:28])[CH2:27]3)=[N:6][N:5]=2)=[C:8]([Cl:14])[CH:9]=1, predict the reactants needed to synthesize it. The reactants are: Br[C:2]1[S:3][C:4]([C:7]2[CH:12]=[CH:11][C:10]([Br:13])=[CH:9][C:8]=2[Cl:14])=[N:5][N:6]=1.BrC1S[C:19]([N:21](C)[CH:22]2[CH2:27][C:26]([CH3:29])([CH3:28])[NH:25][C:24]([CH3:31])([CH3:30])[CH2:23]2)=NN=1.